This data is from Reaction yield outcomes from USPTO patents with 853,638 reactions. The task is: Predict the reaction yield, written as a fraction of the theoretical maximum amount of product (1.0 means a 100% yield; for example, 0.34 means a 34% yield). (1) The reactants are [CH:1]1([CH:7]([C:9]2[C:10]([CH2:24][CH2:25][CH3:26])=[N:11][N:12]([C:14]3[CH:19]=[CH:18][C:17]([C:20]([F:23])([F:22])[F:21])=[CH:16][N:15]=3)[CH:13]=2)O)[CH2:6][CH2:5][CH2:4][CH2:3][CH2:2]1.[NH2:27][C:28]1[CH:33]=[CH:32][C:31]([C:34]([NH:36][CH2:37][CH2:38][C:39]([O:41]CC)=[O:40])=[O:35])=[CH:30][CH:29]=1. No catalyst specified. The product is [CH:1]1([CH:7]([NH:27][C:28]2[CH:29]=[CH:30][C:31]([C:34]([NH:36][CH2:37][CH2:38][C:39]([OH:41])=[O:40])=[O:35])=[CH:32][CH:33]=2)[C:9]2[C:10]([CH2:24][CH2:25][CH3:26])=[N:11][N:12]([C:14]3[CH:19]=[CH:18][C:17]([C:20]([F:23])([F:22])[F:21])=[CH:16][N:15]=3)[CH:13]=2)[CH2:6][CH2:5][CH2:4][CH2:3][CH2:2]1. The yield is 0.390. (2) The reactants are [C:1]([C:3]1[CH:11]=[CH:10][CH:9]=[CH:8][C:4]=1C(O)=O)#[N:2].[CH2:12]([SH:19])C1C=CC=CC=1.P12(SP3(SP(SP(S3)(S1)=S)(=S)S2)=S)=[S:21].[C:34]1([CH3:40])[CH:39]=[CH:38][CH:37]=[CH:36][CH:35]=1. No catalyst specified. The product is [CH2:40]([S:21][C:12](=[S:19])[C:9]1[CH:8]=[CH:4][C:3]([C:1]#[N:2])=[CH:11][CH:10]=1)[C:34]1[CH:39]=[CH:38][CH:37]=[CH:36][CH:35]=1. The yield is 0.430. (3) The reactants are [Cl-].O[NH3+:3].[C:4](=[O:7])([O-])[OH:5].[Na+].CS(C)=O.[CH2:13]([C:17]1[N:18]=[C:19]([CH3:54])[N:20]([CH2:39][C:40]2[CH:45]=[CH:44][C:43]([C:46]([N:48]3[CH2:53][CH2:52][O:51][CH2:50][CH2:49]3)=[O:47])=[CH:42][CH:41]=2)[C:21](=[O:38])[C:22]=1[CH2:23][C:24]1[CH:29]=[CH:28][C:27]([C:30]2[C:31]([C:36]#[N:37])=[CH:32][CH:33]=[CH:34][CH:35]=2)=[CH:26][CH:25]=1)[CH2:14][CH2:15][CH3:16]. The catalyst is C(OCC)(=O)C. The product is [CH2:13]([C:17]1[N:18]=[C:19]([CH3:54])[N:20]([CH2:39][C:40]2[CH:41]=[CH:42][C:43]([C:46]([N:48]3[CH2:53][CH2:52][O:51][CH2:50][CH2:49]3)=[O:47])=[CH:44][CH:45]=2)[C:21](=[O:38])[C:22]=1[CH2:23][C:24]1[CH:25]=[CH:26][C:27]([C:30]2[CH:35]=[CH:34][CH:33]=[CH:32][C:31]=2[C:36]2[NH:3][C:4](=[O:7])[O:5][N:37]=2)=[CH:28][CH:29]=1)[CH2:14][CH2:15][CH3:16]. The yield is 0.780.